Dataset: Full USPTO retrosynthesis dataset with 1.9M reactions from patents (1976-2016). Task: Predict the reactants needed to synthesize the given product. (1) Given the product [F:25][C:15]([F:14])([F:26])[C:16]1[C:17]2[CH2:24][CH2:23][O:22][CH2:21][C:18]=2[N:19]([C:2]2[CH:7]=[CH:6][C:5]([CH2:8][NH:9][S:10]([CH3:13])(=[O:12])=[O:11])=[CH:4][CH:3]=2)[N:20]=1, predict the reactants needed to synthesize it. The reactants are: I[C:2]1[CH:7]=[CH:6][C:5]([CH2:8][NH:9][S:10]([CH3:13])(=[O:12])=[O:11])=[CH:4][CH:3]=1.[F:14][C:15]([F:26])([F:25])[C:16]1[C:17]2[CH2:24][CH2:23][O:22][CH2:21][C:18]=2[NH:19][N:20]=1.CN(C)CC(O)=O.C(=O)([O-])[O-].[K+].[K+]. (2) Given the product [Cl:1][C:2]1[CH:3]=[C:4]([NH:5][CH2:10][C:11]2[C:20]3[C:15](=[C:16]([F:21])[CH:17]=[CH:18][CH:19]=3)[NH:14][C:13](=[O:22])[CH:12]=2)[CH:6]=[CH:7][CH:8]=1, predict the reactants needed to synthesize it. The reactants are: [Cl:1][C:2]1[CH:3]=[C:4]([CH:6]=[CH:7][CH:8]=1)[NH2:5].Br[CH2:10][C:11]1[C:20]2[C:15](=[C:16]([F:21])[CH:17]=[CH:18][CH:19]=2)[NH:14][C:13](=[O:22])[CH:12]=1. (3) Given the product [CH2:34]([N:33]([CH2:32][C:12]([CH2:13][NH:14][C:15]1[CH:23]=[CH:22][CH:21]=[C:20]2[C:16]=1[CH:17]=[N:18][N:19]2[C:24]1[CH:25]=[CH:26][C:27]([F:30])=[CH:28][CH:29]=1)([OH:31])[C:11]([F:10])([F:37])[F:38])[C:1](=[O:9])[C:2]1[CH:3]=[CH:4][CH:5]=[CH:6][CH:7]=1)[CH2:35][CH3:36], predict the reactants needed to synthesize it. The reactants are: [C:1]([OH:9])(=O)[C:2]1[CH:7]=[CH:6][CH:5]=[CH:4][CH:3]=1.[F:10][C:11]([F:38])([F:37])[C:12]([CH2:32][NH:33][CH2:34][CH2:35][CH3:36])([OH:31])[CH2:13][NH:14][C:15]1[CH:23]=[CH:22][CH:21]=[C:20]2[C:16]=1[CH:17]=[N:18][N:19]2[C:24]1[CH:29]=[CH:28][C:27]([F:30])=[CH:26][CH:25]=1. (4) The reactants are: [CH2:1]([C:5]1[N:6]=[C:7]([C:14]2[CH:19]=[CH:18][C:17]([C:20]([F:23])([F:22])[F:21])=[CH:16][CH:15]=2)[S:8][C:9]=1[CH2:10][C:11](O)=[O:12])[CH2:2][CH2:3][CH3:4].O. Given the product [CH2:1]([C:5]1[N:6]=[C:7]([C:14]2[CH:15]=[CH:16][C:17]([C:20]([F:22])([F:23])[F:21])=[CH:18][CH:19]=2)[S:8][C:9]=1[CH2:10][CH2:11][OH:12])[CH2:2][CH2:3][CH3:4], predict the reactants needed to synthesize it. (5) Given the product [CH3:24][C:14]1[CH:19]=[CH:18][C:17]([S:20]([O:13][CH2:12][CH2:11][C:8]2[CH:9]=[N:10][C:5]([C:1]([CH3:4])([CH3:2])[CH3:3])=[CH:6][CH:7]=2)(=[O:22])=[O:21])=[CH:16][CH:15]=1, predict the reactants needed to synthesize it. The reactants are: [C:1]([C:5]1[N:10]=[CH:9][C:8]([CH2:11][CH2:12][OH:13])=[CH:7][CH:6]=1)([CH3:4])([CH3:3])[CH3:2].[C:14]1([CH3:24])[CH:19]=[CH:18][C:17]([S:20](Cl)(=[O:22])=[O:21])=[CH:16][CH:15]=1. (6) Given the product [O:44]=[C:43]([N:45]1[CH2:46][CH2:47][N:48]([C:51](=[O:62])[C:52]2[CH:57]=[CH:56][CH:55]=[CH:54][C:53]=2[C:58]([F:61])([F:60])[F:59])[CH2:49][CH2:50]1)[CH2:42][NH:41][C:16]([C:13]1[CH:12]=[C:11]([CH3:10])[O:15][N:14]=1)=[O:18], predict the reactants needed to synthesize it. The reactants are: CCN(C(C)C)C(C)C.[CH3:10][C:11]1[O:15][N:14]=[C:13]([C:16]([OH:18])=O)[CH:12]=1.C1C=CC2N(O)N=NC=2C=1.CCN=C=NCCCN(C)C.Cl.[NH2:41][CH2:42][C:43]([N:45]1[CH2:50][CH2:49][N:48]([C:51](=[O:62])[C:52]2[CH:57]=[CH:56][CH:55]=[CH:54][C:53]=2[C:58]([F:61])([F:60])[F:59])[CH2:47][CH2:46]1)=[O:44].